Task: Predict which catalyst facilitates the given reaction.. Dataset: Catalyst prediction with 721,799 reactions and 888 catalyst types from USPTO (1) Reactant: Cl[C:2]1[C:3]2[CH:10]=[CH:9][NH:8][C:4]=2[N:5]=[CH:6][N:7]=1.C(N(CC)CC)C.[CH3:18][C:19]([O:22][C:23]([NH:25][CH:26]1[CH2:31][CH2:30][NH:29][CH2:28][CH2:27]1)=[O:24])([CH3:21])[CH3:20]. Product: [C:19]([O:22][C:23](=[O:24])[NH:25][CH:26]1[CH2:31][CH2:30][N:29]([C:2]2[C:3]3[CH:10]=[CH:9][NH:8][C:4]=3[N:5]=[CH:6][N:7]=2)[CH2:28][CH2:27]1)([CH3:21])([CH3:18])[CH3:20]. The catalyst class is: 8. (2) Reactant: [N:1]12[CH2:8][CH2:7][C:4]([CH2:9][C:10](Cl)=O)([CH2:5][CH2:6]1)[CH2:3][CH2:2]2.[N:13]12CCC(CO)(CC1)CC2.S([O-])(=O)(=O)C.[C-]#N.[Na+]. Product: [N:1]12[CH2:8][CH2:7][C:4]([CH2:9][C:10]#[N:13])([CH2:5][CH2:6]1)[CH2:3][CH2:2]2. The catalyst class is: 9. (3) The catalyst class is: 1. Reactant: [C:1]([O:4][CH2:5][CH3:6])(=[O:3])[CH3:2].[Li+].C[Si]([N-][Si](C)(C)C)(C)C.[Cl:17][C:18]1[CH:23]=[CH:22][C:21]([CH2:24][N:25]2[C:29]3[C:30](=[O:35])[CH2:31][CH2:32][CH2:33][CH2:34][C:28]=3[N:27]=[C:26]2[C:36]([CH3:39])([CH3:38])[CH3:37])=[CH:20][CH:19]=1.[NH4+].[Cl-]. Product: [CH2:5]([O:4][C:1](=[O:3])[CH2:2][C:30]1([OH:35])[C:29]2[N:25]([CH2:24][C:21]3[CH:20]=[CH:19][C:18]([Cl:17])=[CH:23][CH:22]=3)[C:26]([C:36]([CH3:38])([CH3:37])[CH3:39])=[N:27][C:28]=2[CH2:34][CH2:33][CH2:32][CH2:31]1)[CH3:6].